This data is from Forward reaction prediction with 1.9M reactions from USPTO patents (1976-2016). The task is: Predict the product of the given reaction. (1) Given the reactants C1(C)C=CC(S([NH:10][N:11]=[CH:12][C:13](Cl)=[O:14])(=O)=O)=CC=1.[F:17][C:18]1[CH:19]=[C:20]([NH:29][C:30](=[O:35])[O:31][CH:32]([CH3:34])[CH3:33])[CH:21]=[C:22]([F:28])[C:23]=1/[CH:24]=[CH:25]/[CH2:26][OH:27].CN(C)C1C=CC=CC=1.C(N(CC)CC)C, predict the reaction product. The product is: [N+:11](=[CH:12][C:13]([O:27][CH2:26]/[CH:25]=[CH:24]/[C:23]1[C:18]([F:17])=[CH:19][C:20]([NH:29][C:30]([O:31][CH:32]([CH3:33])[CH3:34])=[O:35])=[CH:21][C:22]=1[F:28])=[O:14])=[N-:10]. (2) Given the reactants [CH3:1][C:2]1[N:3]=[C:4]2[N:8]([C:9]=1[C:10]([OH:12])=O)[CH:7]=[CH:6][S:5]2.[C:13]([O:17][C:18]([N:20]1[C@H:27]([CH2:28][NH2:29])[CH2:26][C@H:25]2[C@@H:21]1[CH2:22][CH2:23][CH2:24]2)=[O:19])([CH3:16])([CH3:15])[CH3:14], predict the reaction product. The product is: [C:13]([O:17][C:18]([N:20]1[C@H:27]([CH2:28][NH:29][C:10]([C:9]2[N:8]3[C:4]([S:5][CH:6]=[CH:7]3)=[N:3][C:2]=2[CH3:1])=[O:12])[CH2:26][C@H:25]2[C@@H:21]1[CH2:22][CH2:23][CH2:24]2)=[O:19])([CH3:16])([CH3:15])[CH3:14]. (3) The product is: [C:36]([N:33]1[CH2:34][CH2:35][CH:31]([C:2]2[CH:3]=[C:4]([C:22]([NH2:24])=[O:23])[C:5]([O:8][C:9]3[CH:14]=[CH:13][C:12]([O:15][C:16]4[CH:21]=[CH:20][CH:19]=[CH:18][CH:17]=4)=[CH:11][CH:10]=3)=[N:6][CH:7]=2)[CH2:32]1)#[N:47]. Given the reactants Cl[C:2]1[CH:3]=[C:4]([C:22]([NH2:24])=[O:23])[C:5]([O:8][C:9]2[CH:14]=[CH:13][C:12]([O:15][C:16]3[CH:21]=[CH:20][CH:19]=[CH:18][CH:17]=3)=[CH:11][CH:10]=2)=[N:6][CH:7]=1.CC1(C)OB([C:31]2[CH2:32][N:33]([C:36](OC(C)(C)C)=O)[CH2:34][CH:35]=2)OC1(C)C.Cl.[N:47]#CBr, predict the reaction product.